From a dataset of Reaction yield outcomes from USPTO patents with 853,638 reactions. Predict the reaction yield, written as a fraction of the theoretical maximum amount of product (1.0 means a 100% yield; for example, 0.34 means a 34% yield). (1) The reactants are Br[CH2:2][C:3]([N:5]1[CH2:10][CH2:9][C:8]2=[N:11][N:12]([C:15]3[S:19][C:18]([C:20]4[CH:21]=[CH:22][C:23]([O:28][CH:29]([CH3:31])[CH3:30])=[C:24]([CH:27]=4)[C:25]#[N:26])=[N:17][N:16]=3)[C:13]([CH3:14])=[C:7]2[CH2:6]1)=[O:4].[I-].[K+].C(=O)([O-])[O-].[K+].[K+].[NH2:40][C@H:41]([CH3:44])[CH2:42][OH:43]. The catalyst is C(#N)C. The product is [OH:43][CH2:42][C@H:41]([NH:40][CH2:2][C:3]([N:5]1[CH2:10][CH2:9][C:8]2=[N:11][N:12]([C:15]3[S:19][C:18]([C:20]4[CH:21]=[CH:22][C:23]([O:28][CH:29]([CH3:31])[CH3:30])=[C:24]([CH:27]=4)[C:25]#[N:26])=[N:17][N:16]=3)[C:13]([CH3:14])=[C:7]2[CH2:6]1)=[O:4])[CH3:44]. The yield is 0.320. (2) The reactants are [Cl:1][C:2]1[CH:10]=[CH:9][CH:8]=[C:7]([Cl:11])[C:3]=1[CH:4]=[N:5][OH:6].ClN1C(=O)CCC1=O.[CH3:20][CH:21]([CH2:30][CH3:31])[C:22](=O)[CH2:23][C:24](OCC)=[O:25].[O-]CC.[Na+].C(O)C.[H-].C([Al+]CC(C)C)C(C)C.C1(C)C=CC=CC=1.[C@H](O)(C([O-])=O)[C@@H](O)C([O-])=O.[Na+].[K+]. The catalyst is CN(C=O)C.O1CCCC1.C(=O)=O.ClCCl.CO.C(OCC)(=O)C.CCOCC. The product is [Cl:1][C:2]1[CH:10]=[CH:9][CH:8]=[C:7]([Cl:11])[C:3]=1[C:4]1[C:23]([CH2:24][OH:25])=[C:22]([C@H:21]([CH3:20])[CH2:30][CH3:31])[O:6][N:5]=1. The yield is 0.0600. (3) The reactants are [Br:1][C:2]1[CH:11]=[CH:10][C:5]([C:6]([O:8][CH3:9])=[O:7])=[CH:4][C:3]=1[CH:12]=[O:13].[CH3:14][Mg+].[Br-]. The catalyst is C1COCC1. The product is [Br:1][C:2]1[CH:11]=[CH:10][C:5]([C:6]([O:8][CH3:9])=[O:7])=[CH:4][C:3]=1[CH:12]([OH:13])[CH3:14]. The yield is 0.849. (4) The reactants are [Cl:1][C:2]1[CH:3]=[C:4]2[C:10]3([CH2:14][CH2:13][N:12]([C:15]([O:17][CH3:18])=[O:16])[CH2:11]3)[CH2:9][N:8]([C:19](=[O:36])[NH:20][C:21]3[S:22][C:23]([S:26][CH2:27][CH2:28][O:29]C4CCCCO4)=[CH:24][N:25]=3)[C:5]2=[CH:6][CH:7]=1.Cl.C(=O)([O-])O.[Na+]. The catalyst is O1CCCC1.CO. The product is [Cl:1][C:2]1[CH:3]=[C:4]2[C:10]3([CH2:14][CH2:13][N:12]([C:15]([O:17][CH3:18])=[O:16])[CH2:11]3)[CH2:9][N:8]([C:19](=[O:36])[NH:20][C:21]3[S:22][C:23]([S:26][CH2:27][CH2:28][OH:29])=[CH:24][N:25]=3)[C:5]2=[CH:6][CH:7]=1. The yield is 0.820. (5) The reactants are C(OC1C=CC(S(N[CH:16]([C:20]2[CH:25]=[CH:24][C:23]([OH:26])=[CH:22][CH:21]=2)[C:17](O)=[O:18])(=O)=O)=CC=1)C#CC.C([O-])(O)=O.[Na+].C(Cl)CCl.C1C=CC2N(O)N=[N:42]C=2C=1.Cl.C(ON)(C)(C)C. The catalyst is CN(C=O)C. The product is [OH:26][C:23]1[CH:24]=[CH:25][C:20]([CH2:16][C:17]([NH2:42])=[O:18])=[CH:21][CH:22]=1. The yield is 0.830. (6) The reactants are [CH2:1]([N:5]([CH2:24][CH2:25][CH2:26][CH3:27])[C:6]1[CH:11]=[CH:10][C:9]([CH:12]=[CH:13][C:14]2[CH:21]=[CH:20][C:17]([CH:18]=O)=[CH:16][CH:15]=2)=[C:8]([O:22][CH3:23])[CH:7]=1)[CH2:2][CH2:3][CH3:4].[C:28]([C:30]1[C:31](=[C:41]([C:44]#[N:45])[C:42]#[N:43])[O:32][C:33]([CH3:40])([C:36]([F:39])([F:38])[F:37])[C:34]=1[CH3:35])#[N:29]. The catalyst is C(O)C.O1CCCC1. The product is [CH2:24]([N:5]([CH2:1][CH2:2][CH2:3][CH3:4])[C:6]1[CH:11]=[CH:10][C:9]([CH:12]=[CH:13][C:14]2[CH:21]=[CH:20][C:17]([CH:18]=[CH:35][C:34]3[C:33]([CH3:40])([C:36]([F:39])([F:37])[F:38])[O:32][C:31](=[C:41]([C:42]#[N:43])[C:44]#[N:45])[C:30]=3[C:28]#[N:29])=[CH:16][CH:15]=2)=[C:8]([O:22][CH3:23])[CH:7]=1)[CH2:25][CH2:26][CH3:27]. The yield is 0.389. (7) The reactants are [CH3:1][O:2][C:3]([C:5]1[O:9][N:8]=[C:7]([C:10]([CH3:13])([CH3:12])[CH3:11])[CH:6]=1)=[O:4].C1C(=O)N([Br:21])C(=O)C1. No catalyst specified. The product is [CH3:1][O:2][C:3]([C:5]1[O:9][N:8]=[C:7]([C:10]([CH3:13])([CH3:12])[CH3:11])[C:6]=1[Br:21])=[O:4]. The yield is 0.760. (8) The reactants are [OH-].[Na+].C([O:5][C:6]([C:8]1[NH:9][CH:10]=[C:11]([CH2:13][CH2:14][C:15]2[CH:20]=[CH:19][CH:18]=[CH:17][C:16]=2[Br:21])[CH:12]=1)=[O:7])C. The catalyst is CO. The product is [Br:21][C:16]1[CH:17]=[CH:18][CH:19]=[CH:20][C:15]=1[CH2:14][CH2:13][C:11]1[CH:12]=[C:8]([C:6]([OH:7])=[O:5])[NH:9][CH:10]=1. The yield is 0.513.